This data is from Forward reaction prediction with 1.9M reactions from USPTO patents (1976-2016). The task is: Predict the product of the given reaction. (1) Given the reactants [NH2:1][CH:2]1[CH2:11][C:10]2[C:5](=[CH:6][CH:7]=[C:8]([C:12]3[CH:17]=[CH:16][CH:15]=[CH:14][CH:13]=3)[N:9]=2)[N:4]([CH2:18][C:19]2[CH:24]=[CH:23][CH:22]=[CH:21][CH:20]=2)[C:3]1=[O:25].CCN(C(C)C)C(C)C.[F:35][C:36]1[CH:37]=[C:38]([S:42](Cl)(=[O:44])=[O:43])[CH:39]=[CH:40][CH:41]=1, predict the reaction product. The product is: [CH2:18]([N:4]1[C:5]2[C:10](=[N:9][C:8]([C:12]3[CH:17]=[CH:16][CH:15]=[CH:14][CH:13]=3)=[CH:7][CH:6]=2)[CH2:11][CH:2]([NH:1][S:42]([C:38]2[CH:39]=[CH:40][CH:41]=[C:36]([F:35])[CH:37]=2)(=[O:44])=[O:43])[C:3]1=[O:25])[C:19]1[CH:24]=[CH:23][CH:22]=[CH:21][CH:20]=1. (2) Given the reactants [OH-].[Na+].[O:3]=[C:4]([CH3:22])[CH2:5][CH2:6][C@H:7]1[C@H:19]2[C@@H:11]([C@@H:12]3[C@@H:16]([CH2:17][CH2:18]2)[CH2:15][C:14](=[O:20])[CH2:13]3)[CH2:10][CH2:9][C:8]1=O.Cl, predict the reaction product. The product is: [C:14]1(=[O:20])[CH2:13][C@H:12]2[C@@H:11]([CH2:10][CH2:9][C@H:8]3[C@H:7]4[C:19](=[CH:22][C:4](=[O:3])[CH2:5][CH2:6]4)[CH2:18][CH2:17][C@@H:16]32)[CH2:15]1. (3) Given the reactants C(N(CCCC)C(C1N=C([C:21]2[CH:30]=[CH:29][C:24]([C:25]([O:27][CH3:28])=[O:26])=[CH:23][C:22]=2[C:31]([N:33]2[CH2:42][CH2:41][C:40]3[C:35](=[CH:36][CH:37]=[CH:38][CH:39]=3)[CH2:34]2)=[O:32])N(COCC[Si](C)(C)C)C=1)=O)CCC.Br[C:48]1[N:52]([CH3:53])[CH:51]=[N:50][C:49]=1[C:54]([N:56]([CH2:61][CH2:62][CH2:63][CH3:64])[CH2:57][CH2:58][CH2:59][CH3:60])=[O:55].CC1(C)COB(C2C=CC(C(OC)=O)=CC=2C(N2CCC3C(=CC=CC=3)C2)=O)OC1, predict the reaction product. The product is: [CH2:57]([N:56]([CH2:61][CH2:62][CH2:63][CH3:64])[C:54]([C:49]1[N:50]=[CH:51][N:52]([CH3:53])[C:48]=1[C:21]1[CH:30]=[CH:29][C:24]([C:25]([O:27][CH3:28])=[O:26])=[CH:23][C:22]=1[C:31]([N:33]1[CH2:42][CH2:41][C:40]2[C:35](=[CH:36][CH:37]=[CH:38][CH:39]=2)[CH2:34]1)=[O:32])=[O:55])[CH2:58][CH2:59][CH3:60]. (4) Given the reactants Br[C:2]1[CH:20]=[CH:19][C:5]([CH2:6][CH:7]2[CH2:11][CH2:10][N:9]([CH:12]3[CH2:17][CH2:16][CH2:15][CH2:14][CH2:13]3)[C:8]2=[O:18])=[C:4]([Cl:21])[CH:3]=1.[C:22]([O:26][CH2:27][CH3:28])(=[O:25])[CH:23]=[CH2:24].C1(C)C=CC=CC=1P(C1C=CC=CC=1C)C1C=CC=CC=1C.C(N(CC)C(C)C)(C)C.Cl, predict the reaction product. The product is: [Cl:21][C:4]1[CH:3]=[C:2](/[CH:24]=[CH:23]/[C:22]([O:26][CH2:27][CH3:28])=[O:25])[CH:20]=[CH:19][C:5]=1[CH2:6][CH:7]1[CH2:11][CH2:10][N:9]([CH:12]2[CH2:17][CH2:16][CH2:15][CH2:14][CH2:13]2)[C:8]1=[O:18]. (5) The product is: [NH2:2][CH2:1][C:3]1([C:16]2[CH:20]=[C:19]([CH3:21])[O:18][N:17]=2)[CH2:8][CH2:7][N:6]([C:9]([O:11][C:12]([CH3:15])([CH3:14])[CH3:13])=[O:10])[CH2:5][CH2:4]1. Given the reactants [C:1]([C:3]1([C:16]2[CH:20]=[C:19]([CH3:21])[O:18][N:17]=2)[CH2:8][CH2:7][N:6]([C:9]([O:11][C:12]([CH3:15])([CH3:14])[CH3:13])=[O:10])[CH2:5][CH2:4]1)#[N:2], predict the reaction product. (6) Given the reactants [C:1]([O:5][C:6](=[O:19])[NH:7][C:8]1[CH:13]=[C:12]([O:14][CH3:15])[CH:11]=[CH:10][C:9]=1[N+:16]([O-])=O)([CH3:4])([CH3:3])[CH3:2], predict the reaction product. The product is: [C:1]([O:5][C:6](=[O:19])[NH:7][C:8]1[CH:13]=[C:12]([O:14][CH3:15])[CH:11]=[CH:10][C:9]=1[NH2:16])([CH3:4])([CH3:2])[CH3:3].